From a dataset of Full USPTO retrosynthesis dataset with 1.9M reactions from patents (1976-2016). Predict the reactants needed to synthesize the given product. (1) Given the product [FH:60].[FH:60].[OH:1][C:2]([C:50]1[S:51][CH:52]=[CH:53][CH:54]=1)([C:55]1[S:56][CH:57]=[CH:58][CH:59]=1)[C:3]([O:5][C@H:6]1[CH2:7][CH2:8][C@H:9]([N:12]([CH2:14][CH2:15][CH2:16][N:17]2[C:21]3[C:20](=[CH:25][C:24]([CH2:26][NH:27][CH2:28][C@H:29]([OH:42])[C:30]4[CH:39]=[CH:38][C:37]([OH:40])=[C:36]5[C:31]=4[CH:32]=[CH:33][C:34](=[O:41])[NH:35]5)=[CH:23][CH:22]=3)[CH:64]=[CH:63]2)[CH3:13])[CH2:10][CH2:11]1)=[O:4], predict the reactants needed to synthesize it. The reactants are: [OH:1][C:2]([C:55]1[S:56][CH:57]=[CH:58][CH:59]=1)([C:50]1[S:51][CH:52]=[CH:53][CH:54]=1)[C:3]([O:5][C@H:6]1[CH2:11][CH2:10][C@H:9]([N:12]([CH2:14][CH2:15][CH2:16][N:17]2[C:21]3[CH:22]=[CH:23][C:24]([CH2:26][NH:27][CH2:28][C@H:29]([O:42][Si](C(C)(C)C)(C)C)[C:30]4[CH:39]=[CH:38][C:37]([OH:40])=[C:36]5[C:31]=4[CH:32]=[CH:33][C:34](=[O:41])[NH:35]5)=[CH:25][C:20]=3N=N2)[CH3:13])[CH2:8][CH2:7]1)=[O:4].[FH:60].F.F.[CH2:63](N(CC)CC)[CH3:64].C(#N)C. (2) Given the product [Br:1][C:2]1[CH:3]=[CH:4][C:5]([C:8]2[O:12][N:11]=[C:10]([CH3:13])[C:9]=2[NH:14][CH:23]([CH3:24])[CH2:22][O:15][C:16]2[CH:21]=[CH:20][CH:19]=[CH:18][CH:17]=2)=[CH:6][CH:7]=1, predict the reactants needed to synthesize it. The reactants are: [Br:1][C:2]1[CH:7]=[CH:6][C:5]([C:8]2[O:12][N:11]=[C:10]([CH3:13])[C:9]=2[NH2:14])=[CH:4][CH:3]=1.[O:15]([CH2:22][C:23](=O)[CH3:24])[C:16]1[CH:21]=[CH:20][CH:19]=[CH:18][CH:17]=1. (3) Given the product [CH3:1][C:2]1[C:10]2[C:5](=[CH:6][CH:7]=[CH:8][C:9]=2[NH:11][C:45]([C:42]2[N:39]3[CH:40]=[CH:41][C:36]([C:35]4[N:31]([CH3:30])[N:32]=[CH:33][CH:34]=4)=[CH:37][C:38]3=[N:44][CH:43]=2)=[O:46])[N:4]([CH2:12][C:13]2[CH:18]=[CH:17][CH:16]=[C:15]([CH3:19])[N:14]=2)[N:3]=1, predict the reactants needed to synthesize it. The reactants are: [CH3:1][C:2]1[C:10]2[C:9]([NH2:11])=[CH:8][CH:7]=[CH:6][C:5]=2[N:4]([CH2:12][C:13]2[CH:18]=[CH:17][CH:16]=[C:15]([CH3:19])[N:14]=2)[N:3]=1.C[Si]([N-][Si](C)(C)C)(C)C.[Li+].[CH3:30][N:31]1[C:35]([C:36]2[CH:41]=[CH:40][N:39]3[C:42]([C:45](OC)=[O:46])=[CH:43][N:44]=[C:38]3[CH:37]=2)=[CH:34][CH:33]=[N:32]1. (4) Given the product [CH3:12][O:13][C:14]1[CH:19]=[CH:18][CH:17]=[CH:16][C:15]=1[C:7]1[CH:8]=[CH:9][C:4]([C:3]([O:2][CH3:1])=[O:11])=[CH:5][CH:6]=1, predict the reactants needed to synthesize it. The reactants are: [CH3:1][O:2][C:3](=[O:11])[C:4]1[CH:9]=[CH:8][C:7](I)=[CH:6][CH:5]=1.[CH3:12][O:13][C:14]1[CH:19]=[CH:18][CH:17]=[CH:16][C:15]=1B(O)O.C([O-])([O-])=O.[Na+].[Na+].CCOC(C)=O. (5) Given the product [C:1]([O:5][C:6]([NH:8][C@@H:9]([C:14]([NH:23][C@H:22]([C:24]([O:26][CH2:27][C:28]1[CH:29]=[CH:30][CH:31]=[CH:32][CH:33]=1)=[O:25])[CH2:21][CH:18]1[CH2:20][CH2:19]1)=[O:16])[CH2:10][CH:11]([CH3:12])[CH3:13])=[O:7])([CH3:2])([CH3:3])[CH3:4], predict the reactants needed to synthesize it. The reactants are: [C:1]([O:5][C:6]([NH:8][C@@H:9]([C:14]([OH:16])=O)[CH2:10][CH:11]([CH3:13])[CH3:12])=[O:7])([CH3:4])([CH3:3])[CH3:2].Cl.[CH:18]1([CH2:21][C@@H:22]([C:24]([O:26][CH2:27][C:28]2[CH:33]=[CH:32][CH:31]=[CH:30][CH:29]=2)=[O:25])[NH2:23])[CH2:20][CH2:19]1. (6) Given the product [CH2:20]([NH:27][C:4]([C:6]1[C:15](=[O:16])[C:14]2[C:9](=[CH:10][CH:11]=[C:12]([O:17][CH2:18][CH3:19])[N:13]=2)[NH:8][CH:7]=1)=[O:5])[C:21]1[CH:26]=[CH:25][CH:24]=[CH:23][CH:22]=1.[CH3:14][N:13]([CH:12]=[O:17])[CH3:20], predict the reactants needed to synthesize it. The reactants are: C(O[C:4]([C:6]1[C:15](=[O:16])[C:14]2[C:9](=[CH:10][CH:11]=[C:12]([O:17][CH2:18][CH3:19])[N:13]=2)[NH:8][CH:7]=1)=[O:5])C.[CH2:20]([NH2:27])[C:21]1[CH:26]=[CH:25][CH:24]=[CH:23][CH:22]=1. (7) Given the product [NH:11]([C:2]1[N:7]=[CH:6][C:5]([CH2:8][OH:9])=[CH:4][CH:3]=1)[NH2:12], predict the reactants needed to synthesize it. The reactants are: Cl[C:2]1[N:7]=[CH:6][C:5]([CH2:8][OH:9])=[CH:4][CH:3]=1.O.[NH2:11][NH2:12]. (8) Given the product [NH:1]1[C:9]2[C:4](=[CH:5][CH:6]=[CH:7][CH:8]=2)[C:3](/[CH:10]=[CH:11]/[C:12]2[CH:20]=[CH:19][CH:18]=[CH:17][C:13]=2[C:14]([NH:28][C:29]2[N:33]=[CH:32][NH:31][N:30]=2)=[O:15])=[N:2]1, predict the reactants needed to synthesize it. The reactants are: [NH:1]1[C:9]2[C:4](=[CH:5][CH:6]=[CH:7][CH:8]=2)[C:3](/[CH:10]=[CH:11]/[C:12]2[CH:20]=[CH:19][CH:18]=[CH:17][C:13]=2[C:14](O)=[O:15])=[N:2]1.CN1CCOCC1.[NH2:28][C:29]1[N:33]=[CH:32][NH:31][N:30]=1.C(Cl)CCl.O.ON1C2C=CC=CC=2N=N1. (9) Given the product [C:17]1([C:23]2[N:24]=[N:25][N:26]([CH:2]3[CH2:7][CH2:6][N:5]([C:8]([O:10][C:11]4[CH:12]=[N:13][CH:14]=[CH:15][CH:16]=4)=[O:9])[CH2:4][CH2:3]3)[N:27]=2)[CH:18]=[CH:19][CH:20]=[CH:21][CH:22]=1, predict the reactants needed to synthesize it. The reactants are: O[CH:2]1[CH2:7][CH2:6][N:5]([C:8]([O:10][C:11]2[CH:12]=[N:13][CH:14]=[CH:15][CH:16]=2)=[O:9])[CH2:4][CH2:3]1.[C:17]1([C:23]2[NH:27][N:26]=[N:25][N:24]=2)[CH:22]=[CH:21][CH:20]=[CH:19][CH:18]=1.C1(P(C2C=CC=CC=2)C2C=CC=CC=2)C=CC=CC=1.N(C(OCC)=O)=NC(OCC)=O. (10) Given the product [F:1][C:2]1[CH:3]=[CH:4][C:5]([CH:8]([C:9]2[NH:15][CH2:14][CH2:13][N:10]=2)[CH2:11][CH3:12])=[CH:6][CH:7]=1, predict the reactants needed to synthesize it. The reactants are: [F:1][C:2]1[CH:7]=[CH:6][C:5]([CH:8]([CH2:11][CH3:12])[C:9]#[N:10])=[CH:4][CH:3]=1.[CH2:13](N)[CH2:14][NH2:15].